This data is from Full USPTO retrosynthesis dataset with 1.9M reactions from patents (1976-2016). The task is: Predict the reactants needed to synthesize the given product. Given the product [OH:8][CH2:7][CH:2]1[CH2:3][CH2:4][CH2:5][CH2:6][N:1]1[C:23]([O:22][C:19]([CH3:21])([CH3:20])[CH3:18])=[O:24], predict the reactants needed to synthesize it. The reactants are: [NH:1]1[CH2:6][CH2:5][CH2:4][CH2:3][CH:2]1[CH2:7][OH:8].CCN(C(C)C)C(C)C.[CH3:18][C:19]([O:22][C:23](O[C:23]([O:22][C:19]([CH3:21])([CH3:20])[CH3:18])=[O:24])=[O:24])([CH3:21])[CH3:20].